From a dataset of Full USPTO retrosynthesis dataset with 1.9M reactions from patents (1976-2016). Predict the reactants needed to synthesize the given product. (1) Given the product [O:12]1[CH2:13][CH2:14][CH2:15][CH2:16][CH:11]1[N:7]1[C:8]2[C:4](=[CH:3][C:2]([B:17]3[O:21][C:20]([CH3:23])([CH3:22])[C:19]([CH3:25])([CH3:24])[O:18]3)=[CH:10][CH:9]=2)[CH:5]=[N:6]1, predict the reactants needed to synthesize it. The reactants are: Br[C:2]1[CH:3]=[C:4]2[C:8](=[CH:9][CH:10]=1)[N:7]([CH:11]1[CH2:16][CH2:15][CH2:14][CH2:13][O:12]1)[N:6]=[CH:5]2.[B:17]1([B:17]2[O:21][C:20]([CH3:23])([CH3:22])[C:19]([CH3:25])([CH3:24])[O:18]2)[O:21][C:20]([CH3:23])([CH3:22])[C:19]([CH3:25])([CH3:24])[O:18]1.CC([O-])=O.[K+].C(Cl)Cl. (2) Given the product [S:18](=[O:20])(=[O:19])([OH:22])[OH:21].[NH2:1][C:2]1[CH:7]=[CH:6][C:5]2[C:4](=[N:8][C:10]([OH:11])=[CH:12][CH:13]=2)[N:3]=1, predict the reactants needed to synthesize it. The reactants are: [NH2:1][C:2]1[CH:7]=[CH:6][CH:5]=[C:4]([NH2:8])[N:3]=1.C(O)(=O)[CH:10]([CH2:12][C:13](O)=O)[OH:11].[S:18](=[O:22])(=[O:21])([OH:20])[OH:19]. (3) The reactants are: CC[N:3]([CH2:6]C)CC.[C:8]([C:10]1[CH:11]=[C:12]([CH:29]=[CH:30][CH:31]=1)[O:13][C:14]1[C:19](C(O)=O)=[CH:18][N:17]=[C:16]([C:23]2[CH:24]=[N:25][CH:26]=[CH:27][CH:28]=2)[N:15]=1)#[N:9].C1(P(N=[N+]=[N-])(C2C=CC=CC=2)=[O:39])C=CC=CC=1.[CH3:49][C:50]([OH:53])([CH3:52])[CH3:51]. Given the product [C:50]([O:53][C:6](=[O:39])[NH:3][C:19]1[C:14]([O:13][C:12]2[CH:29]=[CH:30][CH:31]=[C:10]([C:8]#[N:9])[CH:11]=2)=[N:15][C:16]([C:23]2[CH:24]=[N:25][CH:26]=[CH:27][CH:28]=2)=[N:17][CH:18]=1)([CH3:52])([CH3:51])[CH3:49], predict the reactants needed to synthesize it. (4) Given the product [CH:22]([O:21][C:19]([C:17]1[N:16]([CH:10]2[C:11]3[C:6](=[CH:5][CH:4]=[C:3]([C:1]#[N:2])[CH:12]=3)[CH2:7][CH2:8][CH2:9]2)[CH:15]=[N:14][CH:18]=1)=[O:20])([CH3:24])[CH3:23], predict the reactants needed to synthesize it. The reactants are: [C:1]([C:3]1[CH:12]=[C:11]2[C:6]([CH2:7][CH2:8][CH2:9][CH:10]2O)=[CH:5][CH:4]=1)#[N:2].[NH:14]1[CH:18]=[C:17]([C:19]([O:21][CH:22]([CH3:24])[CH3:23])=[O:20])[N:16]=[CH:15]1.C1(P(C2C=CC=CC=2)C2C=CC=CC=2)C=CC=CC=1.N(C(OC(C)C)=O)=NC(OC(C)C)=O.